From a dataset of Reaction yield outcomes from USPTO patents with 853,638 reactions. Predict the reaction yield, written as a fraction of the theoretical maximum amount of product (1.0 means a 100% yield; for example, 0.34 means a 34% yield). (1) The reactants are [Cl:1][C:2]1[CH:3]=[C:4]([CH:7]=[CH:8][C:9]=1[C:10]1[CH:19]=[CH:18][C:17]2[C:12](=[CH:13][CH:14]=[C:15]([OH:20])[CH:16]=2)[N:11]=1)[C:5]#[N:6].[N-:21]=[N+:22]=[N-:23].[Na+].[Li+].[Cl-]. The catalyst is COCCOCCO. The product is [Cl:1][C:2]1[CH:3]=[C:4]([C:5]2[N:21]=[N:22][NH:23][N:6]=2)[CH:7]=[CH:8][C:9]=1[C:10]1[CH:19]=[CH:18][C:17]2[C:12](=[CH:13][CH:14]=[C:15]([OH:20])[CH:16]=2)[N:11]=1. The yield is 0.120. (2) The yield is 0.360. The reactants are [F:1][C:2]([F:24])([F:23])[C:3](=O)[CH2:4][C:5]([C:7]1[CH:8]=[N:9][N:10]([C:12]2[C:17]([C:18]([F:21])([F:20])[F:19])=[CH:16][CH:15]=[CH:14][N:13]=2)[CH:11]=1)=O.[C:25]([CH2:27][C:28]([NH:30][CH2:31][C:32]1[CH:37]=[CH:36][C:35]([F:38])=[CH:34][C:33]=1[F:39])=[O:29])#[N:26].N12CCCN=C1CCCCC2. The catalyst is C1C=CC=CC=1. The product is [F:39][C:33]1[CH:34]=[C:35]([F:38])[CH:36]=[CH:37][C:32]=1[CH2:31][N:30]1[C:5]([C:7]2[CH:8]=[N:9][N:10]([C:12]3[C:17]([C:18]([F:21])([F:20])[F:19])=[CH:16][CH:15]=[CH:14][N:13]=3)[CH:11]=2)=[CH:4][C:3]([C:2]([F:24])([F:23])[F:1])=[C:27]([C:25]#[N:26])[C:28]1=[O:29]. (3) The reactants are [C:1]([O:5][C:6]([N:8]1[CH2:12][CH2:11][CH2:10][CH:9]1[CH2:13][NH2:14])=[O:7])([CH3:4])([CH3:3])[CH3:2].[Br:15][C:16]1[CH:24]=[CH:23][C:19]([C:20](O)=[O:21])=[CH:18][CH:17]=1.CN1CCOCC1.CN(C(ON1N=NC2C=CC=NC1=2)=[N+](C)C)C.F[P-](F)(F)(F)(F)F. The catalyst is CN(C=O)C. The product is [C:1]([O:5][C:6]([N:8]1[CH2:12][CH2:11][CH2:10][CH:9]1[CH2:13][NH:14][C:20](=[O:21])[C:19]1[CH:23]=[CH:24][C:16]([Br:15])=[CH:17][CH:18]=1)=[O:7])([CH3:4])([CH3:3])[CH3:2]. The yield is 1.00. (4) The reactants are Br[C:2]1[CH:3]=[C:4]([CH2:8][C@@H:9]([OH:17])[CH2:10][C:11]2[CH:16]=[CH:15][CH:14]=[CH:13][CH:12]=2)[CH:5]=[CH:6][CH:7]=1.[C:18]([O:22][C:23]([N:25]1[CH2:28][CH2:27][C@H:26]1[CH2:29][O:30][C:31]1[CH:32]=[N:33][CH:34]=[C:35]([Sn](C)(C)C)[CH:36]=1)=[O:24])([CH3:21])([CH3:20])[CH3:19].[F-].[Cs+]. The catalyst is CN1CCCC1=O.P(C(C)(C)C)(C(C)(C)C)C(C)(C)C. The product is [C:18]([O:22][C:23]([N:25]1[CH2:28][CH2:27][C@H:26]1[CH2:29][O:30][C:31]1[CH:36]=[C:35]([C:2]2[CH:3]=[C:4]([CH2:8][C@@H:9]([OH:17])[CH2:10][C:11]3[CH:16]=[CH:15][CH:14]=[CH:13][CH:12]=3)[CH:5]=[CH:6][CH:7]=2)[CH:34]=[N:33][CH:32]=1)=[O:24])([CH3:21])([CH3:19])[CH3:20]. The yield is 0.660. (5) The reactants are [Br:1][C:2]1[CH:3]=[N:4][CH:5]=[C:6]([CH:10]=1)C(O)=O.C1(P(N=[N+]=[N-])(C2C=CC=CC=2)=[O:18])C=CC=CC=1.CC[N:30]([CH2:33]C)CC.[CH2:35]([OH:42])[C:36]1[CH:41]=[CH:40][CH:39]=[CH:38][CH:37]=1. The catalyst is C1(C)C=CC=CC=1. The product is [Br:1][C:2]1[CH:10]=[C:6]([NH:30][C:33](=[O:18])[O:42][CH2:35][C:36]2[CH:41]=[CH:40][CH:39]=[CH:38][CH:37]=2)[CH:5]=[N:4][CH:3]=1. The yield is 0.730.